This data is from Reaction yield outcomes from USPTO patents with 853,638 reactions. The task is: Predict the reaction yield, written as a fraction of the theoretical maximum amount of product (1.0 means a 100% yield; for example, 0.34 means a 34% yield). (1) The product is [CH2:1]([O:8][C@H:9]1[C@H:16]([OH:17])[C@@H:15]([CH2:18][O:19][S:26]([C:23]2[CH:24]=[CH:25][C:20]([CH3:30])=[CH:21][CH:22]=2)(=[O:28])=[O:27])[O:14][CH:11]([O:12][CH3:13])[CH2:10]1)[C:2]1[CH:3]=[CH:4][CH:5]=[CH:6][CH:7]=1. The yield is 0.880. The catalyst is N1C=CC=CC=1.CN(C)C1C=CN=CC=1. The reactants are [CH2:1]([O:8][C@H:9]1[C@H:16]([OH:17])[C@@H:15]([CH2:18][OH:19])[O:14][CH:11]([O:12][CH3:13])[CH2:10]1)[C:2]1[CH:7]=[CH:6][CH:5]=[CH:4][CH:3]=1.[C:20]1([CH3:30])[CH:25]=[CH:24][C:23]([S:26](Cl)(=[O:28])=[O:27])=[CH:22][CH:21]=1.Cl. (2) The reactants are [Li+].[BH4-].[CH2:3]([O:10][N:11]1[C:17](=[O:18])[N:16]2[CH2:19][C@H:12]1[CH2:13][CH2:14][C@H:15]2[C:20](OCC)=[O:21])[C:4]1[CH:9]=[CH:8][CH:7]=[CH:6][CH:5]=1. The catalyst is CO. The product is [CH2:3]([O:10][N:11]1[C:17](=[O:18])[N:16]2[CH2:19][C@H:12]1[CH2:13][CH2:14][C@H:15]2[CH2:20][OH:21])[C:4]1[CH:5]=[CH:6][CH:7]=[CH:8][CH:9]=1. The yield is 0.880. (3) The reactants are [C:1]1([C:35]2[CH:40]=[CH:39][CH:38]=[CH:37][CH:36]=2)[CH:6]=[CH:5][CH:4]=[CH:3][C:2]=1[CH2:7][CH2:8][NH:9][C:10]([C:12]1[CH:34]=[CH:33][C:15]([O:16][C:17]2[CH:26]=[C:25]3[C:20]([CH:21]([C:27]([O:29]CC)=[O:28])[CH2:22][CH2:23][O:24]3)=[CH:19][C:18]=2[Cl:32])=[CH:14][CH:13]=1)=[O:11].[OH-].[Na+].C(O)C. The catalyst is C1COCC1.C(OCC)(=O)C.Cl. The product is [C:1]1([C:35]2[CH:36]=[CH:37][CH:38]=[CH:39][CH:40]=2)[CH:6]=[CH:5][CH:4]=[CH:3][C:2]=1[CH2:7][CH2:8][NH:9][C:10]([C:12]1[CH:13]=[CH:14][C:15]([O:16][C:17]2[CH:26]=[C:25]3[C:20]([CH:21]([C:27]([OH:29])=[O:28])[CH2:22][CH2:23][O:24]3)=[CH:19][C:18]=2[Cl:32])=[CH:33][CH:34]=1)=[O:11]. The yield is 0.940. (4) The reactants are C[O:2][C:3]1[C:19]([C:20]#[N:21])=[C:7]2[CH:8]=[C:9]([C:11]3[CH:16]=[CH:15][C:14]([O:17]C)=[CH:13][CH:12]=3)[O:10][C:6]2=[CH:5][CH:4]=1.Cl.N1C=CC=CC=1.Cl. The catalyst is C(OCC)(=O)C. The product is [OH:2][C:3]1[C:19]([C:20]#[N:21])=[C:7]2[CH:8]=[C:9]([C:11]3[CH:12]=[CH:13][C:14]([OH:17])=[CH:15][CH:16]=3)[O:10][C:6]2=[CH:5][CH:4]=1. The yield is 0.847. (5) The reactants are [OH:1][CH2:2][CH2:3][CH2:4][NH:5][C:6](=[O:12])[O:7][C:8]([CH3:11])([CH3:10])[CH3:9].CC(OI1(OC(C)=O)(OC(C)=O)OC(=O)C2C=CC=CC1=2)=O.[O-]S([O-])(=S)=O.[Na+].[Na+].C([O-])(O)=O.[Na+]. The catalyst is C(Cl)Cl.CCOCC. The product is [C:8]([O:7][C:6]([NH:5][CH2:4][CH2:3][CH:2]=[O:1])=[O:12])([CH3:11])([CH3:10])[CH3:9]. The yield is 0.960. (6) The reactants are [F:1][C:2]1[CH:10]=[C:9]2[C:5]([CH:6]=[CH:7][NH:8]2)=[CH:4][C:3]=1[CH:11]=[N:12]O. The catalyst is N.CO.[Ni]. The product is [F:1][C:2]1[CH:10]=[C:9]2[C:5]([CH:6]=[CH:7][NH:8]2)=[CH:4][C:3]=1[CH2:11][NH2:12]. The yield is 0.950. (7) The reactants are [CH:1]1([CH2:7][C@@H:8]([NH2:24])[CH2:9][N:10]2[CH2:15][CH2:14][N:13]([C:16]3[CH:21]=[CH:20][CH:19]=[CH:18][C:17]=3[O:22][CH3:23])[CH2:12][CH2:11]2)[CH2:6][CH2:5][CH2:4][CH2:3][CH2:2]1.C(N(CC)CC)C.[CH3:32][C:33]1([C:39]([Cl:41])=[O:40])[CH2:38][CH2:37][CH2:36][CH2:35][CH2:34]1. The catalyst is ClCCl. The product is [OH2:22].[ClH:41].[CH:1]1([CH2:7][C@@H:8]([NH:24][C:39]([C:33]2([CH3:32])[CH2:38][CH2:37][CH2:36][CH2:35][CH2:34]2)=[O:40])[CH2:9][N:10]2[CH2:15][CH2:14][N:13]([C:16]3[CH:21]=[CH:20][CH:19]=[CH:18][C:17]=3[O:22][CH3:23])[CH2:12][CH2:11]2)[CH2:6][CH2:5][CH2:4][CH2:3][CH2:2]1. The yield is 0.630. (8) The reactants are Cl[C:2]1[CH:7]=[C:6]([CH3:8])[N:5]=[C:4]([O:9][C:10]2[C:15]([CH3:16])=[CH:14][C:13]([CH3:17])=[CH:12][C:11]=2[CH3:18])[C:3]=1[CH3:19].[CH2:20]([NH2:22])[CH3:21]. The catalyst is CN1CCCC1=O.O. The product is [CH3:19][C:3]1[C:4]([O:9][C:10]2[C:15]([CH3:16])=[CH:14][C:13]([CH3:17])=[CH:12][C:11]=2[CH3:18])=[N:5][C:6]([CH3:8])=[CH:7][C:2]=1[NH:22][CH2:20][CH3:21]. The yield is 0.600. (9) The reactants are N1C=CC=CC=1.O=S(Cl)Cl.[Cl:11][CH2:12][CH2:13][CH2:14][CH2:15][CH2:16][CH2:17][CH2:18][CH2:19]O. The catalyst is C1COCC1. The product is [Cl:11][CH2:12][CH2:13][CH2:14][CH2:15][CH2:16][CH2:17][CH2:18][CH3:19]. The yield is 0.950. (10) The reactants are [C:1]1([N:7]2[C:12](=[O:13])[C:11]3[S:14][CH:15]=[C:16]([C:17]4[CH:22]=[CH:21][CH:20]=[CH:19][CH:18]=4)[C:10]=3[N:9]=[CH:8]2)C=[CH:5][CH:4]=[CH:3][CH:2]=1.NC1C(C2C=CC=CC=2)=CSC=1C(OC)=[O:36].C(OCC)(OCC)OCC.O1CCC[C@H]1CN. The catalyst is C(O)(=O)C. The product is [C:17]1([C:16]2[C:10]3[N:9]=[CH:8][N:7]([CH2:1][C@@H:2]4[CH2:3][CH2:4][CH2:5][O:36]4)[C:12](=[O:13])[C:11]=3[S:14][CH:15]=2)[CH:22]=[CH:21][CH:20]=[CH:19][CH:18]=1. The yield is 0.671.